From a dataset of Forward reaction prediction with 1.9M reactions from USPTO patents (1976-2016). Predict the product of the given reaction. (1) Given the reactants [N:1]1[C:6]2[CH:7]=[CH:8][S:9][C:5]=2[C:4]([C:10]([OH:12])=O)=[N:3][CH:2]=1.[N+:13]([C:16]1[CH:23]=[CH:22][C:19]([CH2:20][NH2:21])=[CH:18][CH:17]=1)([O-:15])=[O:14].F[P-](F)(F)(F)(F)F.N1(OC(N(C)C)=[N+](C)C)C2N=CC=CC=2N=N1, predict the reaction product. The product is: [N+:13]([C:16]1[CH:17]=[CH:18][C:19]([CH2:20][NH:21][C:10]([C:4]2[C:5]3[S:9][CH:8]=[CH:7][C:6]=3[N:1]=[CH:2][N:3]=2)=[O:12])=[CH:22][CH:23]=1)([O-:15])=[O:14]. (2) Given the reactants Cl.[NH2:2][C@@H:3]([CH2:21][C:22]1[CH:27]=[C:26]([F:28])[CH:25]=[C:24]([F:29])[CH:23]=1)[C@H:4]([OH:20])[CH2:5][NH:6][C:7]1([C:10]2[CH:15]=[CH:14][CH:13]=[C:12]([C:16]([F:19])([F:18])[F:17])[CH:11]=2)[CH2:9][CH2:8]1.[CH3:30][O:31][CH2:32][CH2:33][N:34]1[CH2:43][CH2:42][C:41]2[C:40]([C:44](O)=[O:45])=[CH:39][CH:38]=[CH:37][C:36]=2[C:35]1=[O:47].OC1C2N=NNC=2C=CC=1.Cl.CN(C)CCCN=C=NCC.C(N(CC)C(C)C)(C)C, predict the reaction product. The product is: [F:29][C:24]1[CH:23]=[C:22]([CH:27]=[C:26]([F:28])[CH:25]=1)[CH2:21][C@H:3]([NH:2][C:44]([C:40]1[C:41]2[CH2:42][CH2:43][N:34]([CH2:33][CH2:32][O:31][CH3:30])[C:35](=[O:47])[C:36]=2[CH:37]=[CH:38][CH:39]=1)=[O:45])[C@H:4]([OH:20])[CH2:5][NH:6][C:7]1([C:10]2[CH:15]=[CH:14][CH:13]=[C:12]([C:16]([F:17])([F:18])[F:19])[CH:11]=2)[CH2:9][CH2:8]1. (3) Given the reactants C(O[C:6]([N:8]1[CH2:14][CH2:13][C:12]2[CH:15]=[CH:16][C:17]([NH:19][S:20]([C:23]3[CH:28]=[CH:27][C:26]([CH2:29][O:30][C:31]4[CH:36]=[CH:35][C:34]([Cl:37])=[CH:33][CH:32]=4)=[CH:25][CH:24]=3)(=[O:22])=[O:21])=[CH:18][C:11]=2[CH2:10][CH2:9]1)=O)(C)(C)C.Cl.C=O.C(O[BH-](OC(=O)C)OC(=O)C)(=O)C.[Na+].C(=O)(O)[O-].[Na+], predict the reaction product. The product is: [ClH:37].[Cl:37][C:34]1[CH:33]=[CH:32][C:31]([O:30][CH2:29][C:26]2[CH:25]=[CH:24][C:23]([S:20]([NH:19][C:17]3[CH:16]=[CH:15][C:12]4[CH2:13][CH2:14][N:8]([CH3:6])[CH2:9][CH2:10][C:11]=4[CH:18]=3)(=[O:22])=[O:21])=[CH:28][CH:27]=2)=[CH:36][CH:35]=1.